This data is from Full USPTO retrosynthesis dataset with 1.9M reactions from patents (1976-2016). The task is: Predict the reactants needed to synthesize the given product. The reactants are: [OH:1][C:2]1[CH:7]=[CH:6][C:5]([C:8]([C:11]2[CH:16]=[CH:15][C:14]([OH:17])=[CH:13][CH:12]=2)([CH3:10])[CH3:9])=[CH:4][CH:3]=1.[CH2:18]=[O:19].[NH2:20]C1C=CC=CC=1. Given the product [O:19]1[C:18]2[CH:2]=[CH:3][CH:4]=[CH:5][C:8]=2[CH2:11][CH2:16][NH:20]1.[OH:1][C:2]1[CH:3]=[CH:4][C:5]([C:8]([C:11]2[CH:12]=[CH:13][C:14]([OH:17])=[CH:15][CH:16]=2)([CH3:10])[CH3:9])=[CH:6][CH:7]=1, predict the reactants needed to synthesize it.